From a dataset of Full USPTO retrosynthesis dataset with 1.9M reactions from patents (1976-2016). Predict the reactants needed to synthesize the given product. Given the product [ClH:1].[ClH:1].[CH:49]1([N:8]([C:2]2[CH:3]=[CH:4][CH:5]=[CH:6][CH:7]=2)[C:9]([C:11]2[C:19]3[C:14](=[CH:15][CH:16]=[CH:17][CH:18]=3)[N:13]([C:20]3[CH:25]=[C:24]([O:26][CH3:27])[C:23]([OH:28])=[CH:22][C:21]=3[C:29]([N:31]3[C@H:40]([CH2:41][N:42]4[CH2:47][CH2:46][N:45]([CH3:48])[CH2:44][CH2:43]4)[CH2:39][C:38]4[C:33](=[CH:34][CH:35]=[CH:36][CH:37]=4)[CH2:32]3)=[O:30])[CH:12]=2)=[O:10])[CH2:54][CH2:53][CH2:52][CH2:51][CH2:50]1, predict the reactants needed to synthesize it. The reactants are: [ClH:1].[CH:2]1([N:8]([C:49]2[CH:54]=[CH:53][CH:52]=[CH:51][CH:50]=2)[C:9]([C:11]2[C:19]3[C:14](=[CH:15][CH:16]=[CH:17][CH:18]=3)[N:13]([C:20]3[CH:25]=[C:24]([O:26][CH3:27])[C:23]([OH:28])=[CH:22][C:21]=3[C:29]([N:31]3[C@H:40]([CH2:41][N:42]4[CH2:47][CH2:46][N:45]([CH3:48])[CH2:44][CH2:43]4)[CH2:39][C:38]4[C:33](=[CH:34][CH:35]=[CH:36][CH:37]=4)[CH2:32]3)=[O:30])[CH:12]=2)=[O:10])[CH2:7][CH2:6][CH2:5][CH2:4][CH2:3]1.